From a dataset of Peptide-MHC class II binding affinity with 134,281 pairs from IEDB. Regression. Given a peptide amino acid sequence and an MHC pseudo amino acid sequence, predict their binding affinity value. This is MHC class II binding data. (1) The peptide sequence is KQELDEISTNIRQAG. The MHC is DRB1_0802 with pseudo-sequence DRB1_0802. The binding affinity (normalized) is 0.372. (2) The peptide sequence is CPFSNRVWNSFQIEE. The MHC is DRB1_0404 with pseudo-sequence DRB1_0404. The binding affinity (normalized) is 0.543. (3) The peptide sequence is DRDFIEGVHGGTWVS. The MHC is DRB4_0103 with pseudo-sequence DRB4_0103. The binding affinity (normalized) is 0.245. (4) The peptide sequence is THSWEYWGAQLNAMKGDLQS. The MHC is DRB1_0301 with pseudo-sequence DRB1_0301. The binding affinity (normalized) is 0.0641. (5) The peptide sequence is RQKIIYSGAVNLDDE. The MHC is H-2-IAb with pseudo-sequence H-2-IAb. The binding affinity (normalized) is 0.407. (6) The peptide sequence is YDKFLANVSFVLTGK. The MHC is DRB1_0401 with pseudo-sequence DRB1_0401. The binding affinity (normalized) is 0.639. (7) The MHC is DRB1_1101 with pseudo-sequence DRB1_1101. The peptide sequence is KELQIVDKIDAAFKI. The binding affinity (normalized) is 0.611. (8) The peptide sequence is IYEPEDLGNCLNKSD. The MHC is DRB1_0301 with pseudo-sequence DRB1_0301. The binding affinity (normalized) is 0.255. (9) The peptide sequence is DTGHGTVVMQVKVSK. The MHC is HLA-DQA10601-DQB10402 with pseudo-sequence HLA-DQA10601-DQB10402. The binding affinity (normalized) is 0.207. (10) The peptide sequence is KGNKTCGFVDERGLY. The MHC is HLA-DQA10101-DQB10501 with pseudo-sequence HLA-DQA10101-DQB10501. The binding affinity (normalized) is 0.587.